Dataset: Catalyst prediction with 721,799 reactions and 888 catalyst types from USPTO. Task: Predict which catalyst facilitates the given reaction. Reactant: [CH3:1][C:2]1([CH3:13])[C:10]2[C:5](=[C:6]([NH2:11])[CH:7]=[CH:8][CH:9]=2)[CH:4]([CH3:12])[CH2:3]1.[C:14]([OH:23])(=[O:22])[C@H:15]([C@@H:17]([C:19]([OH:21])=[O:20])[OH:18])[OH:16]. Product: [C:14]([OH:23])(=[O:22])[C@H:15]([C@@H:17]([C:19]([OH:21])=[O:20])[OH:18])[OH:16].[CH3:1][C:2]1([CH3:13])[C:10]2[C:5](=[C:6]([NH2:11])[CH:7]=[CH:8][CH:9]=2)[CH:4]([CH3:12])[CH2:3]1. The catalyst class is: 5.